Dataset: Forward reaction prediction with 1.9M reactions from USPTO patents (1976-2016). Task: Predict the product of the given reaction. Given the reactants Cl[C:2]1[CH:3]=[CH:4][C:5]2[S:9][C:8]([C:10]#[N:11])=[C:7]([CH3:12])[C:6]=2[CH:13]=1.[CH3:14][O:15][C:16]([C:18]1[CH:23]=[CH:22][C:21](B(O)O)=[CH:20][CH:19]=1)=[O:17].C(P(C(C)(C)C)C1C=CC=CC=1C1C=CC=CC=1)(C)(C)C.[F-].[K+], predict the reaction product. The product is: [C:10]([C:8]1[S:9][C:5]2[CH:4]=[CH:3][C:2]([C:21]3[CH:22]=[CH:23][C:18]([C:16]([O:15][CH3:14])=[O:17])=[CH:19][CH:20]=3)=[CH:13][C:6]=2[C:7]=1[CH3:12])#[N:11].